Task: Regression. Given a peptide amino acid sequence and an MHC pseudo amino acid sequence, predict their binding affinity value. This is MHC class II binding data.. Dataset: Peptide-MHC class II binding affinity with 134,281 pairs from IEDB (1) The peptide sequence is IGTGDDCISIGPGST. The MHC is DRB1_0802 with pseudo-sequence DRB1_0802. The binding affinity (normalized) is 0.199. (2) The peptide sequence is LGTFDTTQIIKLLPF. The MHC is DRB1_0301 with pseudo-sequence DRB1_0301. The binding affinity (normalized) is 0.215. (3) The peptide sequence is SQDLELSHNLNGLQAY. The MHC is HLA-DQA10101-DQB10501 with pseudo-sequence HLA-DQA10101-DQB10501. The binding affinity (normalized) is 0.326. (4) The peptide sequence is AKSSPAYPSVLGQTI. The MHC is HLA-DPA10201-DPB10501 with pseudo-sequence HLA-DPA10201-DPB10501. The binding affinity (normalized) is 0. (5) The peptide sequence is EKKPFAATQFEPLAA. The MHC is HLA-DQA10301-DQB10302 with pseudo-sequence HLA-DQA10301-DQB10302. The binding affinity (normalized) is 0.271. (6) The peptide sequence is EKKYFAATQFGPLAA. The MHC is HLA-DQA10301-DQB10302 with pseudo-sequence HLA-DQA10301-DQB10302. The binding affinity (normalized) is 0.150.